This data is from Forward reaction prediction with 1.9M reactions from USPTO patents (1976-2016). The task is: Predict the product of the given reaction. (1) Given the reactants Cl.[NH2:2][CH:3]1[CH2:8][CH2:7][N:6]([CH2:9][C@@H:10]([C:12]2[C:13]([CH3:22])=[C:14]3[C:18](=[CH:19][CH:20]=2)[C:17](=[O:21])[O:16][CH2:15]3)[OH:11])[CH2:5][CH2:4]1.[NH:23]1[CH:27]=[CH:26][C:25]([C:28]2[CH:36]=[CH:35][C:31]([C:32](O)=[O:33])=[CH:30][CH:29]=2)=[N:24]1, predict the reaction product. The product is: [OH:11][C@H:10]([C:12]1[C:13]([CH3:22])=[C:14]2[C:18](=[CH:19][CH:20]=1)[C:17](=[O:21])[O:16][CH2:15]2)[CH2:9][N:6]1[CH2:7][CH2:8][CH:3]([NH:2][C:32](=[O:33])[C:31]2[CH:30]=[CH:29][C:28]([C:25]3[CH:26]=[CH:27][NH:23][N:24]=3)=[CH:36][CH:35]=2)[CH2:4][CH2:5]1. (2) The product is: [F:36][C:33]1[CH:34]=[CH:35][C:30]([C:7]2[CH:8]=[CH:9][C:10]([O:11][CH2:12][CH2:13][C:14]3[N:15]=[C:16]([S:19][C:20]([CH3:29])([CH3:28])[C:21]([O:23][C:24]([CH3:27])([CH3:25])[CH3:26])=[O:22])[S:17][CH:18]=3)=[C:5]([C:3]([OH:4])=[O:2])[CH:6]=2)=[CH:31][CH:32]=1. Given the reactants C[O:2][C:3]([C:5]1[CH:6]=[C:7]([C:30]2[CH:35]=[CH:34][C:33]([F:36])=[CH:32][CH:31]=2)[CH:8]=[CH:9][C:10]=1[O:11][CH2:12][CH2:13][C:14]1[N:15]=[C:16]([S:19][C:20]([CH3:29])([CH3:28])[C:21]([O:23][C:24]([CH3:27])([CH3:26])[CH3:25])=[O:22])[S:17][CH:18]=1)=[O:4].[OH-].[Na+], predict the reaction product. (3) Given the reactants N1[C:9]2C(=C[C:6]([N:10]3[C:18]4[C:13](=[N:14][CH:15]=[C:16]([C:19]5[CH:24]=[C:23]([O:25][CH3:26])[C:22]([O:27][CH3:28])=[C:21]([O:29][CH3:30])[CH:20]=5)[CH:17]=4)[NH:12][C:11]3=[O:31])=[CH:7][CH:8]=2)C=C1.BrCC1CC1.C([O-])([O-])=O.[K+].[K+].BrC1C=C2N(CC3CC3)C(=O)NC2=NC=1.COC1C=C(B(O)O)C=C(OC)C=1OC.C([O-])([O-])=O.[Na+].[Na+], predict the reaction product. The product is: [CH:7]1([CH2:6][N:10]2[C:18]3[C:13](=[N:14][CH:15]=[C:16]([C:19]4[CH:24]=[C:23]([O:25][CH3:26])[C:22]([O:27][CH3:28])=[C:21]([O:29][CH3:30])[CH:20]=4)[CH:17]=3)[NH:12][C:11]2=[O:31])[CH2:9][CH2:8]1. (4) Given the reactants [CH2:1]([O:8][C:9]([NH:11][CH2:12][CH2:13][CH2:14][C@@H:15]([NH:19][C:20]([O:22][C:23]([CH3:26])([CH3:25])[CH3:24])=[O:21])[C:16]([OH:18])=O)=[O:10])[C:2]1[CH:7]=[CH:6][CH:5]=[CH:4][CH:3]=1.Cl.[CH3:28][O:29][NH:30][CH3:31].C1CN([P+](ON2N=NC3C=CC=CC2=3)(N2CCCC2)N2CCCC2)CC1.F[P-](F)(F)(F)(F)F.CCN(C(C)C)C(C)C, predict the reaction product. The product is: [CH3:28][O:29][N:30]([CH3:31])[C:16](=[O:18])[C@H:15]([NH:19][C:20]([O:22][C:23]([CH3:26])([CH3:25])[CH3:24])=[O:21])[CH2:14][CH2:13][CH2:12][NH:11][C:9]([O:8][CH2:1][C:2]1[CH:3]=[CH:4][CH:5]=[CH:6][CH:7]=1)=[O:10]. (5) The product is: [C:1]([O:5][C:6]([NH:8][C:9]1[CH:10]=[N:11][CH:12]=[CH:13][C:14]=1[C@H:15]1[CH2:20][C@@H:19]([NH:21][C:22](=[O:28])[O:23][C:24]([CH3:27])([CH3:26])[CH3:25])[C@@H:18]([NH2:29])[C@@H:17]([CH3:32])[CH2:16]1)=[O:7])([CH3:4])([CH3:2])[CH3:3]. Given the reactants [C:1]([O:5][C:6]([NH:8][C:9]1[CH:10]=[N:11][CH:12]=[CH:13][C:14]=1[C@H:15]1[CH2:20][C@@H:19]([NH:21][C:22](=[O:28])[O:23][C:24]([CH3:27])([CH3:26])[CH3:25])[C@@H:18]([N:29]=[N+]=[N-])[C@@H:17]([CH3:32])[CH2:16]1)=[O:7])([CH3:4])([CH3:3])[CH3:2], predict the reaction product. (6) Given the reactants C1(N[N:8]=[C:9]2[CH2:15][CH2:14][C:13](=[O:16])[NH:12][C:11]3[CH:17]=[CH:18][CH:19]=[N:20][C:10]2=3)C=CC=CC=1.[K+].[Br-].[C:23](#N)[CH3:24].O, predict the reaction product. The product is: [N:20]1[C:10]2[C:9]3[NH:8][C:24]4[C:23]([C:15]=3[CH2:14][C:13](=[O:16])[NH:12][C:11]=2[CH:17]=[CH:18][CH:19]=1)=[CH:11][CH:10]=[CH:9][CH:15]=4.